Dataset: Forward reaction prediction with 1.9M reactions from USPTO patents (1976-2016). Task: Predict the product of the given reaction. (1) Given the reactants [C:1]1([C:7]2[N:8]=[C:9]3[CH2:22][CH2:21][CH2:20][N:19]([CH2:23][CH2:24][CH2:25][CH2:26][O:27][CH2:28][C:29]([O:31]C(C)(C)C)=[O:30])[C:10]3=[N:11][C:12]=2[C:13]2[CH:18]=[CH:17][CH:16]=[CH:15][CH:14]=2)[CH:6]=[CH:5][CH:4]=[CH:3][CH:2]=1.C(O)(C(F)(F)F)=O, predict the reaction product. The product is: [C:1]1([C:7]2[N:8]=[C:9]3[CH2:22][CH2:21][CH2:20][N:19]([CH2:23][CH2:24][CH2:25][CH2:26][O:27][CH2:28][C:29]([OH:31])=[O:30])[C:10]3=[N:11][C:12]=2[C:13]2[CH:18]=[CH:17][CH:16]=[CH:15][CH:14]=2)[CH:2]=[CH:3][CH:4]=[CH:5][CH:6]=1. (2) Given the reactants [CH2:1]([C@H:3]1[N:12]([C:13](=[O:22])[C:14]2[CH:19]=[CH:18][C:17]([O:20]C)=[CH:16][CH:15]=2)[C:11]2[C:6](=[CH:7][CH:8]=[C:9]([F:23])[CH:10]=2)[N:5]([CH2:24][CH2:25][CH2:26][CH2:27][CH3:28])[C:4]1=[O:29])[CH3:2].C([C@H]1N(C(=O)C2C=CC(O)=CC=2)C2C(=CC(F)=CC=2)N(C)C1=O)C, predict the reaction product. The product is: [CH2:1]([C@H:3]1[N:12]([C:13](=[O:22])[C:14]2[CH:19]=[CH:18][C:17]([OH:20])=[CH:16][CH:15]=2)[C:11]2[C:6](=[CH:7][CH:8]=[C:9]([F:23])[CH:10]=2)[N:5]([CH2:24][CH2:25][CH2:26][CH2:27][CH3:28])[C:4]1=[O:29])[CH3:2]. (3) Given the reactants [NH2:1][C:2]1[CH:7]=[C:6]([O:8][C:9]2[CH:14]=[CH:13][C:12]([NH:15][C:16]([C:18]3[C:19](=[O:31])[N:20]([C:25]4[CH:30]=[CH:29][CH:28]=[CH:27][CH:26]=4)[N:21]([CH3:24])[C:22]=3[CH3:23])=[O:17])=[CH:11][CH:10]=2)[CH:5]=[CH:4][N:3]=1.CCN(CC)CC.[CH:39]1([C:43](Cl)=[O:44])[CH2:42][CH2:41][CH2:40]1, predict the reaction product. The product is: [CH:39]1([C:43]([NH:1][C:2]2[CH:7]=[C:6]([O:8][C:9]3[CH:10]=[CH:11][C:12]([NH:15][C:16]([C:18]4[C:19](=[O:31])[N:20]([C:25]5[CH:26]=[CH:27][CH:28]=[CH:29][CH:30]=5)[N:21]([CH3:24])[C:22]=4[CH3:23])=[O:17])=[CH:13][CH:14]=3)[CH:5]=[CH:4][N:3]=2)=[O:44])[CH2:42][CH2:41][CH2:40]1. (4) The product is: [Cl:17][C:14]1[CH:15]=[CH:16][C:11]([C:8]2[CH:9]=[N:10][C:5]3[N:6]([CH:22]=[C:3]([CH2:2][O:23][C:24]4[CH:29]=[CH:28][CH:27]=[CH:26][N:25]=4)[N:4]=3)[N:7]=2)=[C:12]([C:18]([F:21])([F:20])[F:19])[CH:13]=1. Given the reactants Cl[CH2:2][C:3]1[N:4]=[C:5]2[N:10]=[CH:9][C:8]([C:11]3[CH:16]=[CH:15][C:14]([Cl:17])=[CH:13][C:12]=3[C:18]([F:21])([F:20])[F:19])=[N:7][N:6]2[CH:22]=1.[OH:23][C:24]1[CH:29]=[CH:28][CH:27]=[CH:26][N:25]=1, predict the reaction product. (5) Given the reactants [CH3:1][C:2]#[N:3].C[Si]([N-][Si](C)(C)C)(C)C.[Na+].[Cl:14][C:15]1[CH:20]=[CH:19][CH:18]=[CH:17][C:16]=1[N:21]=[C:22]=[S:23].ClC[C:26]#[N:27].[CH2:28]1[CH2:32][O:31][CH2:30][CH2:29]1, predict the reaction product. The product is: [NH2:3][C:2]1[C:32]2[CH:28]=[CH:29][C:30](=[O:31])[N:21]([C:16]3[CH:17]=[CH:18][CH:19]=[CH:20][C:15]=3[Cl:14])[C:22]=2[S:23][C:1]=1[C:26]#[N:27]. (6) Given the reactants [OH:1][N:2]=[C:3](Cl)[C:4]1[CH:9]=[CH:8][CH:7]=[N:6][CH:5]=1.[C:11]([C:13]1[CH:14]=[N:15][CH:16]=[CH:17][CH:18]=1)#[CH:12].N, predict the reaction product. The product is: [N:6]1[CH:7]=[CH:8][CH:9]=[C:4]([C:3]2[CH:12]=[C:11]([C:13]3[CH:14]=[N:15][CH:16]=[CH:17][CH:18]=3)[O:1][N:2]=2)[CH:5]=1.